From a dataset of Forward reaction prediction with 1.9M reactions from USPTO patents (1976-2016). Predict the product of the given reaction. (1) The product is: [CH:25]1[C:26]2[N:27]([C:2]3[CH:10]=[C:9]([C:11]([OH:13])=[O:12])[C:8]([O:14][CH3:15])=[CH:7][C:3]=3[C:4]([OH:6])=[O:5])[C:28]3[C:20](=[CH:19][CH:18]=[CH:17][CH:16]=3)[C:21]=2[CH:22]=[CH:23][CH:24]=1. Given the reactants Br[C:2]1[CH:10]=[C:9]([C:11]([OH:13])=[O:12])[C:8]([O:14][CH3:15])=[CH:7][C:3]=1[C:4]([OH:6])=[O:5].[CH:16]1[C:28]2[NH:27][C:26]3[C:21](=[CH:22][CH:23]=[CH:24][CH:25]=3)[C:20]=2[CH:19]=[CH:18][CH:17]=1.C([O-])([O-])=O.[K+].[K+].Cl, predict the reaction product. (2) Given the reactants [NH2:1][C:2]1[C:7]2=[CH:8][CH:9]=[C:10]([C:11]3(O)[C@H:15]([O:16][Si:17]([C:20]([CH3:23])([CH3:22])[CH3:21])([CH3:19])[CH3:18])[C@H:14]([O:24][Si:25]([C:28]([CH3:31])([CH3:30])[CH3:29])([CH3:27])[CH3:26])[C@@H:13]([CH2:32][O:33][Si](C(C)(C)C)(C)C)[O:12]3)[N:6]2[N:5]=[CH:4][N:3]=1.FC(F)(F)C(O)=O.FC(F)(F)S(O[Si](C)(C)C)(=O)=O.C[Si]([C:65]#[N:66])(C)C.C(N(CC)CC)C, predict the reaction product. The product is: [NH2:1][C:2]1[C:7]2=[CH:8][CH:9]=[C:10]([C@@:11]3([C:65]#[N:66])[C@H:15]([O:16][Si:17]([C:20]([CH3:23])([CH3:22])[CH3:21])([CH3:19])[CH3:18])[C@H:14]([O:24][Si:25]([C:28]([CH3:30])([CH3:29])[CH3:31])([CH3:26])[CH3:27])[C@@H:13]([CH2:32][OH:33])[O:12]3)[N:6]2[N:5]=[CH:4][N:3]=1. (3) Given the reactants [N+:1]([C:4]1[CH:9]=[CH:8][C:7](B(O)O)=[CH:6][CH:5]=1)([O-:3])=[O:2].Br[C:14]1[CH:15]=[N:16][CH:17]=[C:18]([CH:24]=1)[C:19]([O:21][CH2:22][CH3:23])=[O:20].C([O-])([O-])=O.[K+].[K+].N1(C2CCCCCCC2)CCCCCCN1, predict the reaction product. The product is: [N+:1]([C:4]1[CH:9]=[CH:8][C:7]([C:14]2[CH:15]=[N:16][CH:17]=[C:18]([CH:24]=2)[C:19]([O:21][CH2:22][CH3:23])=[O:20])=[CH:6][CH:5]=1)([O-:3])=[O:2]. (4) Given the reactants C([O-])([O-])=O.[K+].[K+].[C:7]([NH:14][CH:15]([CH2:18][OH:19])[CH2:16][OH:17])([O:9][C:10]([CH3:13])([CH3:12])[CH3:11])=[O:8].[N+]([C:23]1[CH:30]=[CH:29][CH:28]=[C:25]([C:26]#[N:27])[C:24]=1[C:31]#[N:32])([O-])=O, predict the reaction product. The product is: [C:31](#[N:32])[C:24]1[C:25](=[CH:28][CH:29]=[CH:30][CH:23]=1)[C:26]#[N:27].[C:31](#[N:32])[C:24]1[C:25](=[CH:28][CH:29]=[CH:30][CH:23]=1)[C:26]#[N:27].[C:7]([NH:14][CH:15]([CH2:16][OH:17])[CH2:18][OH:19])([O:9][C:10]([CH3:12])([CH3:13])[CH3:11])=[O:8]. (5) Given the reactants CC(OC(/N=N/C(OC(C)C)=O)=O)C.[CH2:15]1[C:24]2[C:19](=[CH:20][CH:21]=[CH:22][CH:23]=2)[CH2:18][CH2:17][CH:16]1O.C1C=CC(P(C2C=CC=CC=2)C2C=CC=CC=2)=CC=1.[CH3:45][O:46][C:47]([C:49]1[NH:50][CH:51]=[N:52][CH:53]=1)=[O:48], predict the reaction product. The product is: [CH3:45][O:46][C:47]([C:49]1[N:50]=[CH:51][N:52]([CH:16]2[CH2:17][CH2:18][C:19]3[C:24](=[CH:23][CH:22]=[CH:21][CH:20]=3)[CH2:15]2)[CH:53]=1)=[O:48]. (6) Given the reactants [F:1][C:2]1[CH:3]=[C:4]([C:9](=[C:13]([C:18]([O:20]C)=O)[C:14]([O:16][CH3:17])=[O:15])[CH:10]([F:12])[F:11])[CH:5]=[CH:6][C:7]=1[F:8].[F:22][C:23]1[C:24]([C:30](=[NH:32])[NH2:31])=[N:25][CH:26]=[C:27]([F:29])[CH:28]=1, predict the reaction product. The product is: [F:12][CH:10]([F:11])[C:9]1([C:4]2[CH:5]=[CH:6][C:7]([F:8])=[C:2]([F:1])[CH:3]=2)[CH:13]([C:14]([O:16][CH3:17])=[O:15])[C:18](=[O:20])[NH:32][C:30]([C:24]2[C:23]([F:22])=[CH:28][C:27]([F:29])=[CH:26][N:25]=2)=[N:31]1. (7) The product is: [Cl:30][C:31]1[N:36]=[C:35]([O:1][C:2]2[CH:28]=[CH:27][C:26]([Cl:29])=[CH:25][C:3]=2[CH2:4][NH:5][C:6]([NH:8][C:9]2[N:13]([C:14]3[CH:15]=[CH:16][C:17]([CH3:20])=[CH:18][CH:19]=3)[N:12]=[C:11]([C:21]([CH3:23])([CH3:24])[CH3:22])[CH:10]=2)=[O:7])[CH:34]=[CH:33][N:32]=1. Given the reactants [OH:1][C:2]1[CH:28]=[CH:27][C:26]([Cl:29])=[CH:25][C:3]=1[CH2:4][NH:5][C:6]([NH:8][C:9]1[N:13]([C:14]2[CH:19]=[CH:18][C:17]([CH3:20])=[CH:16][CH:15]=2)[N:12]=[C:11]([C:21]([CH3:24])([CH3:23])[CH3:22])[CH:10]=1)=[O:7].[Cl:30][C:31]1[N:36]=[C:35](Cl)[CH:34]=[CH:33][N:32]=1.[OH-].[Na+], predict the reaction product.